Predict which catalyst facilitates the given reaction. From a dataset of Catalyst prediction with 721,799 reactions and 888 catalyst types from USPTO. (1) Reactant: [C:1]([O:5][C:6]([NH:8][NH:9][C:10](=O)[C:11]1[CH:16]=[CH:15][C:14]([N+:17]([O-:19])=[O:18])=[CH:13][C:12]=1[F:20])=[O:7])([CH3:4])([CH3:3])[CH3:2].COC1C=CC(P2(SP(C3C=CC(OC)=CC=3)(=S)S2)=[S:31])=CC=1. The catalyst class is: 12. Product: [C:1]([O:5][C:6]([NH:8][NH:9][C:10](=[S:31])[C:11]1[CH:16]=[CH:15][C:14]([N+:17]([O-:19])=[O:18])=[CH:13][C:12]=1[F:20])=[O:7])([CH3:4])([CH3:3])[CH3:2]. (2) Reactant: [CH2:1]([O:8][CH2:9][CH2:10][CH2:11][O:12][C:13]1[C:14]([OH:22])=[C:15]([CH:18]=[C:19]([Cl:21])[CH:20]=1)[CH:16]=[O:17])[C:2]1[CH:7]=[CH:6][CH:5]=[CH:4][CH:3]=1.N1C=CC=CC=1.[O:29](S(C(F)(F)F)(=O)=O)[S:30]([C:33]([F:36])([F:35])[F:34])(=O)=[O:31]. Product: [CH2:1]([O:8][CH2:9][CH2:10][CH2:11][O:12][C:13]1[CH:20]=[C:19]([Cl:21])[CH:18]=[C:15]([CH:16]=[O:17])[C:14]=1[O:22][S:30]([C:33]([F:36])([F:35])[F:34])(=[O:31])=[O:29])[C:2]1[CH:3]=[CH:4][CH:5]=[CH:6][CH:7]=1. The catalyst class is: 2. (3) Reactant: [Cl:1][C:2]1[CH:9]=[CH:8][CH:7]=[C:6]([CH3:10])[C:3]=1[C:4]#N.[H-].C([Al+]CC(C)C)C(C)C.CC(C[AlH]CC(C)C)C.Cl.[OH2:31]. Product: [Cl:1][C:2]1[CH:9]=[CH:8][CH:7]=[C:6]([CH3:10])[C:3]=1[CH:4]=[O:31]. The catalyst class is: 92. (4) Reactant: N(C(OCC)=O)=NC(OCC)=O.[OH:13][C:14]1[CH:15]=[C:16]([CH:19]=[CH:20][CH:21]=1)[CH:17]=[O:18].[CH2:22]([O:29][C:30](=[O:36])[NH:31][CH2:32][CH2:33][CH2:34]O)[C:23]1[CH:28]=[CH:27][CH:26]=[CH:25][CH:24]=1.C1(P(C2C=CC=CC=2)C2C=CC=CC=2)C=CC=CC=1. Product: [CH2:22]([O:29][C:30](=[O:36])[NH:31][CH2:32][CH2:33][CH2:34][O:13][C:14]1[CH:21]=[CH:20][CH:19]=[C:16]([CH:17]=[O:18])[CH:15]=1)[C:23]1[CH:28]=[CH:27][CH:26]=[CH:25][CH:24]=1. The catalyst class is: 1. (5) Reactant: C[O:2][C:3](=[O:40])[CH2:4][CH2:5][NH:6][C:7](=[O:39])[C:8]1[CH:13]=[CH:12][C:11]([C:14]([CH2:36][CH:37]=[CH2:38])([CH2:18][O:19][C:20]2[CH:25]=[CH:24][C:23]([C:26]3[CH:31]=[CH:30][C:29]([C:32]([F:35])([F:34])[F:33])=[CH:28][CH:27]=3)=[CH:22][CH:21]=2)[CH2:15][CH:16]=[CH2:17])=[CH:10][CH:9]=1.[Li+].[OH-].Cl. Product: [CH2:15]([C:14]([C:11]1[CH:10]=[CH:9][C:8]([C:7]([NH:6][CH2:5][CH2:4][C:3]([OH:40])=[O:2])=[O:39])=[CH:13][CH:12]=1)([CH2:18][O:19][C:20]1[CH:21]=[CH:22][C:23]([C:26]2[CH:31]=[CH:30][C:29]([C:32]([F:34])([F:35])[F:33])=[CH:28][CH:27]=2)=[CH:24][CH:25]=1)[CH2:36][CH:37]=[CH2:38])[CH:16]=[CH2:17]. The catalyst class is: 1.